From a dataset of Forward reaction prediction with 1.9M reactions from USPTO patents (1976-2016). Predict the product of the given reaction. (1) The product is: [CH3:12][C:8]1([CH3:7])[N:9]([O:10])[CH:4]([OH:1])[CH2:14][CH2:11]1.[OH:10].[CH3:12][C:8]1([CH3:7])[N+:9]([O-:1])=[CH:4][CH2:14][CH2:11]1. Given the reactants [OH:1]O.C[C:4]1([CH3:14])[N:9]([O:10])[C:8]([CH3:12])([CH3:11])[CH2:7]C(O)C1, predict the reaction product. (2) Given the reactants C(O[CH:5](C)[C:6]([OH:8])=O)(=O)C.C(O[C:14]([CH3:17])([CH3:16])[CH3:15])(=O)C.Cl(O)(=O)(=O)=O.[C:23](=[O:26])([O-])[OH:24].[Na+], predict the reaction product. The product is: [OH:8][CH:6]([CH3:5])[C:23]([O:24][C:14]([CH3:17])([CH3:16])[CH3:15])=[O:26]. (3) Given the reactants C([O:5][C:6](=[O:51])[CH:7]([NH:16][C:17](=[O:50])[CH:18]([CH2:42][C:43]([O:45]C(C)(C)C)=[O:44])[CH2:19][CH2:20][CH2:21][S:22]C(C1C=CC=CC=1)(C1C=CC=CC=1)C1C=CC=CC=1)[CH2:8][C:9]([O:11]C(C)(C)C)=[O:10])(C)(C)C.C(O)(C(F)(F)F)=O.C(S)(S)C.C([SiH](C(C)C)C(C)C)(C)C, predict the reaction product. The product is: [C:43]([CH2:42][CH:18]([CH2:19][CH2:20][CH2:21][SH:22])[C:17]([NH:16][CH:7]([CH2:8][C:9]([OH:11])=[O:10])[C:6]([OH:51])=[O:5])=[O:50])([OH:45])=[O:44]. (4) Given the reactants [Cl:1][C:2]1[CH:7]=[CH:6][N:5]=[C:4]([CH2:8][OH:9])[N:3]=1.[CH3:10][N:11]=[C:12]=[O:13].O, predict the reaction product. The product is: [CH3:10][NH:11][C:12](=[O:13])[O:9][CH2:8][C:4]1[N:3]=[C:2]([Cl:1])[CH:7]=[CH:6][N:5]=1. (5) The product is: [N:31]1([C:36]2[CH:41]=[CH:40][C:39]([O:42][C:2]3[C:3](=[O:29])[CH:4]=[C:5]([NH:9][C:10]4[C:19]5[C:14](=[CH:15][C:16]([O:22][CH2:23][CH2:24][O:25][CH3:26])=[C:17]([O:20][CH3:21])[CH:18]=5)[N:13]=[CH:12][C:11]=4[C:27]#[N:28])[C:6](=[O:8])[CH:7]=3)=[CH:38][CH:37]=2)[CH:35]=[CH:34][N:33]=[CH:32]1. Given the reactants Cl[C:2]1[C:3](=[O:29])[CH:4]=[C:5]([NH:9][C:10]2[C:19]3[C:14](=[CH:15][C:16]([O:22][CH2:23][CH2:24][O:25][CH3:26])=[C:17]([O:20][CH3:21])[CH:18]=3)[N:13]=[CH:12][C:11]=2[C:27]#[N:28])[C:6](=[O:8])[CH:7]=1.[Na].[N:31]1([C:36]2[CH:41]=[CH:40][C:39]([OH:42])=[CH:38][CH:37]=2)[CH:35]=[CH:34][N:33]=[CH:32]1, predict the reaction product.